Dataset: Forward reaction prediction with 1.9M reactions from USPTO patents (1976-2016). Task: Predict the product of the given reaction. (1) Given the reactants [NH:1]1[C:9]2[C:4](=[C:5]([NH:10][C:11]3[N:23]=[CH:22][C:21]([CH:24]4[CH2:26][CH2:25]4)=[CH:20][C:12]=3[C:13]([O:15][C:16]([CH3:19])([CH3:18])[CH3:17])=[O:14])[CH:6]=[CH:7][CH:8]=2)[CH:3]=[CH:2]1.CC(C)([O-])C.[K+].Br[CH2:34][CH:35]1[CH2:40][CH2:39][CH2:38][CH2:37][O:36]1.O, predict the reaction product. The product is: [CH:24]1([C:21]2[CH:22]=[N:23][C:11]([NH:10][C:5]3[CH:6]=[CH:7][CH:8]=[C:9]4[C:4]=3[CH:3]=[CH:2][N:1]4[CH2:34][CH:35]3[CH2:40][CH2:39][CH2:38][CH2:37][O:36]3)=[C:12]([CH:20]=2)[C:13]([O:15][C:16]([CH3:18])([CH3:19])[CH3:17])=[O:14])[CH2:26][CH2:25]1. (2) Given the reactants [CH3:1][C:2]1[NH:20][C:5]2=[C:6]([N:10]3[CH2:19][CH2:18][C:17]4[C:12](=[CH:13][CH:14]=[CH:15][CH:16]=4)[CH2:11]3)[N:7]=[CH:8][CH:9]=[C:4]2[C:3]=1[S:21][CH3:22].[ClH:23], predict the reaction product. The product is: [ClH:23].[CH3:1][C:2]1[NH:20][C:5]2=[C:6]([N:10]3[CH2:19][CH2:18][C:17]4[C:12](=[CH:13][CH:14]=[CH:15][CH:16]=4)[CH2:11]3)[N:7]=[CH:8][CH:9]=[C:4]2[C:3]=1[S:21][CH3:22]. (3) Given the reactants [CH3:1][C@@H:2]1[CH2:6][CH2:5][CH2:4][N:3]1[CH2:7][CH2:8][CH2:9][O:10][C:11]1[CH:16]=[CH:15][C:14]([N:17]2[CH:21]=[C:20]([N+:22]([O-])=O)[CH:19]=[N:18]2)=[CH:13][CH:12]=1, predict the reaction product. The product is: [CH3:1][C@@H:2]1[CH2:6][CH2:5][CH2:4][N:3]1[CH2:7][CH2:8][CH2:9][O:10][C:11]1[CH:16]=[CH:15][C:14]([N:17]2[CH:21]=[C:20]([NH2:22])[CH:19]=[N:18]2)=[CH:13][CH:12]=1. (4) Given the reactants [Cl:1][C:2]1[N:7]=[C:6]([NH:8][CH2:9][CH2:10][CH2:11][OH:12])[C:5]([F:13])=[CH:4][N:3]=1.[CH3:14][O:15][C:16](=[O:29])[CH:17]([N:19]1[C:27]2[C:22](=[CH:23][C:24](O)=[CH:25][CH:26]=2)[CH:21]=[CH:20]1)[CH3:18].C1(P(C2C=CC=CC=2)C2C=CC=CC=2)C=CC=CC=1.N(C(N1CCCCC1)=O)=NC(N1CCCCC1)=O, predict the reaction product. The product is: [CH3:14][O:15][C:16](=[O:29])[CH:17]([N:19]1[C:27]2[C:22](=[CH:23][C:24]([O:12][CH2:11][CH2:10][CH2:9][NH:8][C:6]3[C:5]([F:13])=[CH:4][N:3]=[C:2]([Cl:1])[N:7]=3)=[CH:25][CH:26]=2)[CH:21]=[CH:20]1)[CH3:18]. (5) Given the reactants Br[C:2]1[CH:11]=[C:10]2[C:5]([CH:6]=[C:7]([NH:36][C:37](=[O:46])[O:38][CH2:39][C:40]3[CH:45]=[CH:44][CH:43]=[CH:42][CH:41]=3)[C:8]([C:12]([NH:14][C:15]3[CH:16]=[N:17][CH:18]=[CH:19][C:20]=3[N:21]3[CH2:26][C@H:25]([CH3:27])[CH2:24][C@H:23]([NH:28][C:29]([O:31][C:32]([CH3:35])([CH3:34])[CH3:33])=[O:30])[CH2:22]3)=[O:13])=[N:9]2)=[CH:4][CH:3]=1.[O-]P([O-])([O-])=O.[K+].[K+].[K+].O1CCOCC1.CC1(C)C(C)(C)OB([C:69]2[CH2:70][CH2:71][O:72][CH2:73][CH:74]=2)O1, predict the reaction product. The product is: [C:32]([O:31][C:29]([NH:28][C@H:23]1[CH2:24][C@@H:25]([CH3:27])[CH2:26][N:21]([C:20]2[CH:19]=[CH:18][N:17]=[CH:16][C:15]=2[NH:14][C:12]([C:8]2[C:7]([NH:36][C:37](=[O:46])[O:38][CH2:39][C:40]3[CH:45]=[CH:44][CH:43]=[CH:42][CH:41]=3)=[CH:6][C:5]3[C:10](=[CH:11][C:2]([C:69]4[CH2:74][CH2:73][O:72][CH2:71][CH:70]=4)=[CH:3][CH:4]=3)[N:9]=2)=[O:13])[CH2:22]1)=[O:30])([CH3:35])([CH3:34])[CH3:33]. (6) Given the reactants Cl[C:2]1[C:7]([CH3:8])=[C:6]([Cl:9])[N:5]=[CH:4][C:3]=1[C:10]([N:12]1[CH2:17][CH2:16][CH:15]([C:18]2[CH:23]=[CH:22][C:21]([F:24])=[CH:20][CH:19]=2)[CH2:14][CH2:13]1)=[O:11].[NH2:25][C:26]1[CH:33]=[CH:32][C:29]([C:30]#[N:31])=[CH:28][CH:27]=1, predict the reaction product. The product is: [Cl:9][C:6]1[C:7]([CH3:8])=[C:2]([NH:25][C:26]2[CH:33]=[CH:32][C:29]([C:30]#[N:31])=[CH:28][CH:27]=2)[C:3]([C:10]([N:12]2[CH2:17][CH2:16][CH:15]([C:18]3[CH:23]=[CH:22][C:21]([F:24])=[CH:20][CH:19]=3)[CH2:14][CH2:13]2)=[O:11])=[CH:4][N:5]=1.